This data is from Forward reaction prediction with 1.9M reactions from USPTO patents (1976-2016). The task is: Predict the product of the given reaction. (1) Given the reactants C([O:3][C:4](=[O:33])[CH2:5][S:6][C:7]1[S:11][C:10]([NH:12][C:13]([N:15]([CH2:27][CH:28]2[CH2:32][CH2:31][CH2:30]C2)[C:16]2[CH:21]=[CH:20][C:19]([F:22])=[C:18]([C:23]([F:26])([F:25])[F:24])[CH:17]=2)=[O:14])=[N:9][CH:8]=1)C.[CH:34]1(CN(C2C=CC(S(C)(=O)=O)=CC=2)C(=O)NC2SC=C(CC(O)=O)N=2)CCCC1.C1(CNC2C=CC(F)=C(C(F)(F)F)C=2)CCCC1.C(OC(=O)CSC1SC(N)=NC=1)C, predict the reaction product. The product is: [CH:27]1([N:15]([C:16]2[CH:21]=[CH:20][C:19]([F:22])=[C:18]([C:23]([F:25])([F:24])[F:26])[CH:17]=2)[C:13](=[O:14])[N:12]([CH3:34])[C:10]2[S:11][C:7]([S:6][CH2:5][C:4]([OH:3])=[O:33])=[CH:8][N:9]=2)[CH2:28][CH2:32][CH2:31][CH2:30]1. (2) Given the reactants Br[CH2:2][C:3]1[CH:8]=[CH:7][C:6]([C:9]2[CH:14]=[CH:13][CH:12]=[CH:11][C:10]=2[CH:15]=[O:16])=[CH:5][CH:4]=1.[CH2:17]([C:20]1[NH:21][C:22]2[C:28]([CH3:29])=[CH:27][C:26]([C:30]3[N:34]([CH3:35])C4C=CC=CC=4N=3)=[CH:25][C:23]=2[N:24]=1)[CH2:18][CH3:19].CC([O-])(C)C.[K+].[CH3:46][N:47](C)[C:48](=O)C, predict the reaction product. The product is: [CH2:17]([C:20]1[N:24]([CH2:2][C:3]2[CH:8]=[CH:7][C:6]([C:9]3[C:10]([CH:15]=[O:16])=[CH:11][CH:12]=[CH:13][CH:14]=3)=[CH:5][CH:4]=2)[C:23]2[CH:25]=[C:26]([C:30]3[N:34]=[CH:35][N:47]([CH3:48])[CH:46]=3)[CH:27]=[C:28]([CH3:29])[C:22]=2[N:21]=1)[CH2:18][CH3:19]. (3) Given the reactants F[C:2]1[CH:9]=[C:8]([C:10]([F:13])([F:12])[F:11])[CH:7]=[CH:6][C:3]=1[CH:4]=[O:5].[NH:14]1[CH2:18][CH2:17][C@@H:16]([NH:19][C:20](=[O:26])[O:21][C:22]([CH3:25])([CH3:24])[CH3:23])[CH2:15]1.C([O-])([O-])=O.[K+].[K+].CS(C)=O, predict the reaction product. The product is: [CH:4]([C:3]1[CH:6]=[CH:7][C:8]([C:10]([F:13])([F:12])[F:11])=[CH:9][C:2]=1[N:14]1[CH2:18][CH2:17][C@@H:16]([NH:19][C:20](=[O:26])[O:21][C:22]([CH3:24])([CH3:23])[CH3:25])[CH2:15]1)=[O:5]. (4) Given the reactants [NH2:1][C:2]1[CH:7]=[CH:6][C:5]([C:8]2[C:16]3[C:11](=[N:12][CH:13]=[CH:14][CH:15]=3)[NH:10][C:9]=2[C:17]([NH2:19])=[O:18])=[CH:4][CH:3]=1.[C:20]1([CH3:29])[CH:25]=[CH:24][C:23]([N:26]=[C:27]=[O:28])=[CH:22][CH:21]=1, predict the reaction product. The product is: [C:20]1([CH3:29])[CH:25]=[CH:24][C:23]([NH:26][C:27](=[O:28])[NH:1][C:2]2[CH:3]=[CH:4][C:5]([C:8]3[C:16]4[C:11](=[N:12][CH:13]=[CH:14][CH:15]=4)[NH:10][C:9]=3[C:17]([NH2:19])=[O:18])=[CH:6][CH:7]=2)=[CH:22][CH:21]=1. (5) Given the reactants [Br:1][C:2]1[CH:9]=[C:8](F)[C:5]([C:6]#[N:7])=[C:4]([F:11])[CH:3]=1.[NH3:12], predict the reaction product. The product is: [NH2:12][C:8]1[CH:9]=[C:2]([Br:1])[CH:3]=[C:4]([F:11])[C:5]=1[C:6]#[N:7]. (6) Given the reactants [CH3:1][C:2](=[CH:4][CH2:5][CH2:6]/[C:7](=[CH:9]/[CH2:10]O)/[CH3:8])[CH3:3].P(Br)(Br)[Br:13].O, predict the reaction product. The product is: [Br:13][CH2:10]/[CH:9]=[C:7](\[CH3:8])/[CH2:6][CH2:5][CH:4]=[C:2]([CH3:3])[CH3:1]. (7) Given the reactants [O:1]1[C:6]2[CH:7]=[CH:8][CH:9]=[CH:10][C:5]=2[O:4][CH2:3][C@@H:2]1[CH2:11][N:12]1[CH2:17][CH2:16][CH2:15][C@@:14]([CH2:19][OH:20])([CH3:18])[CH2:13]1.[OH-].[Na+].[CH3:23]I.[Na+].[Cl-], predict the reaction product. The product is: [O:1]1[C:6]2[CH:7]=[CH:8][CH:9]=[CH:10][C:5]=2[O:4][CH2:3][C@@H:2]1[CH2:11][N:12]1[CH2:17][CH2:16][CH2:15][C@@:14]([CH2:19][O:20][CH3:23])([CH3:18])[CH2:13]1. (8) Given the reactants [CH2:1]([Si:3]([CH2:11][CH3:12])([CH2:9][CH3:10])[C:4]#[C:5][CH2:6][CH2:7][OH:8])[CH3:2].[C:13]1([CH3:23])[CH:18]=[CH:17][C:16]([S:19](Cl)(=[O:21])=[O:20])=[CH:15][CH:14]=1.N1C=CC=CC=1, predict the reaction product. The product is: [CH3:23][C:13]1[CH:18]=[CH:17][C:16]([S:19]([O:8][CH2:7][CH2:6][C:5]#[C:4][Si:3]([CH2:1][CH3:2])([CH2:9][CH3:10])[CH2:11][CH3:12])(=[O:21])=[O:20])=[CH:15][CH:14]=1. (9) Given the reactants Br[C:2]([CH3:19])([CH3:18])[C:3]([C:5]1[CH:10]=[CH:9][C:8]([S:11][C:12]2[CH:17]=[CH:16][CH:15]=[CH:14][CH:13]=2)=[CH:7][CH:6]=1)=[O:4].[CH3:20][O-:21].[Na+], predict the reaction product. The product is: [CH3:20][O:21][C:3]1([C:5]2[CH:10]=[CH:9][C:8]([S:11][C:12]3[CH:17]=[CH:16][CH:15]=[CH:14][CH:13]=3)=[CH:7][CH:6]=2)[C:2]([CH3:19])([CH3:18])[O:4]1.